Dataset: Reaction yield outcomes from USPTO patents with 853,638 reactions. Task: Predict the reaction yield, written as a fraction of the theoretical maximum amount of product (1.0 means a 100% yield; for example, 0.34 means a 34% yield). (1) The reactants are [OH:1][C:2]1[CH:7]=[CH:6][CH:5]=[CH:4][C:3]=1[C:8]1[N:13]=[C:12]([CH3:14])[C:11]([CH:15]([CH2:20][CH2:21][CH3:22])[C:16]([O:18]C)=[O:17])=[C:10]([C:23]2[CH:28]=[CH:27][C:26]([CH3:29])=[CH:25][CH:24]=2)[N:9]=1.[OH-].[Na+]. The product is [OH:1][C:2]1[CH:7]=[CH:6][CH:5]=[CH:4][C:3]=1[C:8]1[N:13]=[C:12]([CH3:14])[C:11]([CH:15]([CH2:20][CH2:21][CH3:22])[C:16]([OH:18])=[O:17])=[C:10]([C:23]2[CH:24]=[CH:25][C:26]([CH3:29])=[CH:27][CH:28]=2)[N:9]=1. The catalyst is CO. The yield is 0.510. (2) The reactants are [CH:1]1([CH:7]([NH:18][C:19]2[CH:20]=[CH:21][C:22]([C:25]([N:27]([CH3:35])[CH2:28][CH2:29][C:30]([O:32]CC)=[O:31])=[O:26])=[N:23][CH:24]=2)[C:8]2[S:9][C:10]3[CH:17]=[CH:16][CH:15]=[CH:14][C:11]=3[C:12]=2[CH3:13])[CH2:6][CH2:5][CH2:4][CH2:3][CH2:2]1.O1CCCC1.[OH-].[Na+]. The catalyst is C(O)C. The product is [CH:1]1([CH:7]([NH:18][C:19]2[CH:20]=[CH:21][C:22]([C:25]([N:27]([CH3:35])[CH2:28][CH2:29][C:30]([OH:32])=[O:31])=[O:26])=[N:23][CH:24]=2)[C:8]2[S:9][C:10]3[CH:17]=[CH:16][CH:15]=[CH:14][C:11]=3[C:12]=2[CH3:13])[CH2:6][CH2:5][CH2:4][CH2:3][CH2:2]1. The yield is 0.840. (3) The reactants are [C:1]([C:3]1[CH:4]=[C:5]([N:10]([CH2:15][C:16]2[CH:21]=[CH:20][C:19](I)=[CH:18][CH:17]=2)[C:11](=[O:14])[CH2:12][CH3:13])[CH:6]=[C:7]([F:9])[CH:8]=1)#[N:2].[CH3:23][C:24]1[S:25][C:26](B2OC(C)(C)C(C)(C)O2)=[C:27]([CH3:29])[N:28]=1. No catalyst specified. The product is [C:1]([C:3]1[CH:4]=[C:5]([N:10]([CH2:15][C:16]2[CH:21]=[CH:20][C:19]([C:26]3[S:25][C:24]([CH3:23])=[N:28][C:27]=3[CH3:29])=[CH:18][CH:17]=2)[C:11](=[O:14])[CH2:12][CH3:13])[CH:6]=[C:7]([F:9])[CH:8]=1)#[N:2]. The yield is 0.710. (4) The reactants are [N:1]([CH2:4][CH:5]([C:7]1[CH:12]=[CH:11][C:10]([S:13][CH3:14])=[CH:9][CH:8]=1)[OH:6])=[N+]=[N-].C([O-])=O.[NH4+]. The catalyst is [Pd].CO. The product is [NH2:1][CH2:4][CH:5]([C:7]1[CH:12]=[CH:11][C:10]([S:13][CH3:14])=[CH:9][CH:8]=1)[OH:6]. The yield is 0.720. (5) The reactants are [Br:1][C:2]1[S:3][C:4]([C:7]2[C:8]3[CH:15]=[CH:14][N:13](COCC[Si](C)(C)C)[C:9]=3[N:10]=[CH:11][N:12]=2)=[CH:5][N:6]=1. The catalyst is C(Cl)Cl.C(O)(C(F)(F)F)=O. The product is [Br:1][C:2]1[S:3][C:4]([C:7]2[C:8]3[CH:15]=[CH:14][NH:13][C:9]=3[N:10]=[CH:11][N:12]=2)=[CH:5][N:6]=1. The yield is 0.720.